From a dataset of Forward reaction prediction with 1.9M reactions from USPTO patents (1976-2016). Predict the product of the given reaction. (1) Given the reactants [CH3:1][C:2]1[CH:3]=[C:4]([CH:8]([C:10]2[CH:11]=[N:12][C:13]([O:16][CH3:17])=[CH:14][CH:15]=2)[OH:9])[O:5][C:6]=1[CH3:7], predict the reaction product. The product is: [CH3:1][C:2]1[CH:3]=[C:4]([C:8]([C:10]2[CH:11]=[N:12][C:13]([O:16][CH3:17])=[CH:14][CH:15]=2)=[O:9])[O:5][C:6]=1[CH3:7]. (2) Given the reactants FC(F)(F)S(O[C:7]1[CH:12]=[CH:11][C:10]([N+:13]([O-:15])=[O:14])=[CH:9][C:8]=1[NH:16][C:17](=[O:21])[CH2:18][CH2:19][CH3:20])(=O)=O.C(N(CC)CC)C.[C:31]1([C:37]#[CH:38])[CH:36]=[CH:35][CH:34]=[CH:33][CH:32]=1.[Cl-].[NH4+], predict the reaction product. The product is: [N+:13]([C:10]1[CH:11]=[CH:12][C:7]([C:38]#[C:37][C:31]2[CH:36]=[CH:35][CH:34]=[CH:33][CH:32]=2)=[C:8]([NH:16][C:17](=[O:21])[CH2:18][CH2:19][CH3:20])[CH:9]=1)([O-:15])=[O:14]. (3) Given the reactants C1([Si](OC)(OC)OC)C=CC=CC=1.C(O[Si](OCC)(OCC)OCC)C.C[Si](OCC)(OCC)OCC.[F:38][C:39]([F:45])([F:44])[S:40]([O-:43])(=[O:42])=[O:41].CO[Si](CCC[N+:56](C)(C)C)(OC)OC.Cl.C(OCC(O)C)C, predict the reaction product. The product is: [F:38][C:39]([F:45])([F:44])[S:40]([O-:43])(=[O:42])=[O:41].[NH4+:56]. (4) Given the reactants Cl.[NH2:2][C@@H:3]([C:7]([N:9]1[CH2:14][CH2:13][N:12]([CH:15]2[CH2:20][CH2:19][N:18]([CH3:21])[CH2:17][CH2:16]2)[CH2:11][CH2:10]1)=[O:8])[C@@H:4]([CH3:6])[OH:5].[Cl:22][C:23]1[CH:24]=[C:25]2[C:29](=[CH:30][CH:31]=1)[NH:28][C:27]([C:32](O)=[O:33])=[CH:26]2.Cl, predict the reaction product. The product is: [ClH:22].[Cl:22][C:23]1[CH:24]=[C:25]2[C:29](=[CH:30][CH:31]=1)[NH:28][C:27]([C:32]([NH:2][C@@H:3]([C:7]([N:9]1[CH2:14][CH2:13][N:12]([CH:15]3[CH2:16][CH2:17][N:18]([CH3:21])[CH2:19][CH2:20]3)[CH2:11][CH2:10]1)=[O:8])[C@@H:4]([CH3:6])[OH:5])=[O:33])=[CH:26]2. (5) The product is: [Cl:1][C:2]1[CH:3]=[CH:4][C:5]([CH3:9])=[C:6]([NH:7][C:16]([C:11]2[CH:12]=[CH:13][CH:14]=[CH:15][N:10]=2)=[NH:17])[CH:8]=1. Given the reactants [Cl:1][C:2]1[CH:3]=[CH:4][C:5]([CH3:9])=[C:6]([CH:8]=1)[NH2:7].[N:10]1[CH:15]=[CH:14][CH:13]=[CH:12][C:11]=1[C:16]#[N:17], predict the reaction product. (6) Given the reactants [F:1][C:2]([F:26])([F:25])[O:3][C:4]1[CH:9]=[CH:8][C:7]([C:10]2[C:14]3[CH:15]=[C:16]([C:19]4[O:23][C:22]([SH:24])=[N:21][N:20]=4)[CH:17]=[CH:18][C:13]=3[O:12][CH:11]=2)=[CH:6][CH:5]=1.I[CH3:28], predict the reaction product. The product is: [CH3:28][S:24][C:22]1[O:23][C:19]([C:16]2[CH:17]=[CH:18][C:13]3[O:12][CH:11]=[C:10]([C:7]4[CH:8]=[CH:9][C:4]([O:3][C:2]([F:25])([F:1])[F:26])=[CH:5][CH:6]=4)[C:14]=3[CH:15]=2)=[N:20][N:21]=1.